From a dataset of Full USPTO retrosynthesis dataset with 1.9M reactions from patents (1976-2016). Predict the reactants needed to synthesize the given product. Given the product [C:8]1([C@@H:18]2[CH2:20][O:22][CH2:2][C@H:1]3[CH2:30][CH2:26][CH2:27][C:28](=[O:29])[N:3]23)[CH:13]=[CH:12][CH:11]=[CH:10][CH:9]=1, predict the reactants needed to synthesize it. The reactants are: [CH2:1]([N:3](CC)CC)[CH3:2].[C:8]1([CH3:18])[CH:13]=[CH:12][C:11](S(Cl)(=O)=O)=[CH:10][CH:9]=1.C[C:20](C)([O-:22])C.[K+].O.[CH2:26]1[CH2:30][O:29][CH2:28][CH2:27]1.